The task is: Predict the reactants needed to synthesize the given product.. This data is from Full USPTO retrosynthesis dataset with 1.9M reactions from patents (1976-2016). Given the product [Cl:1][C:2]1[N:3]=[CH:4][C:5]2[NH:9][C:17](=[O:18])[CH:12]3[CH2:13][O:14][CH2:15][CH2:16][N:11]3[C:6]=2[N:7]=1, predict the reactants needed to synthesize it. The reactants are: [Cl:1][C:2]1[N:7]=[C:6](Cl)[C:5]([NH2:9])=[CH:4][N:3]=1.Cl.[NH:11]1[CH2:16][CH2:15][O:14][CH2:13][CH:12]1[C:17](O)=[O:18].C(N(CC)C(C)C)(C)C.O.